Predict the product of the given reaction. From a dataset of Forward reaction prediction with 1.9M reactions from USPTO patents (1976-2016). (1) Given the reactants [C:1]([C:3]1[CH:8]=[CH:7][C:6]([C:9]2[C:10]3[N:11]([C:26]([CH2:29][CH3:30])=[CH:27][CH:28]=3)[N:12]=[C:13]([CH3:25])[C:14]=2[CH2:15][CH2:16][CH2:17][CH2:18][CH2:19][C:20]([O:22]CC)=[O:21])=[CH:5][CH:4]=1)#[N:2].[OH-].[K+].CO, predict the reaction product. The product is: [C:1]([C:3]1[CH:4]=[CH:5][C:6]([C:9]2[C:10]3[N:11]([C:26]([CH2:29][CH3:30])=[CH:27][CH:28]=3)[N:12]=[C:13]([CH3:25])[C:14]=2[CH2:15][CH2:16][CH2:17][CH2:18][CH2:19][C:20]([OH:22])=[O:21])=[CH:7][CH:8]=1)#[N:2]. (2) Given the reactants C([O:3][C:4](=[O:15])[C:5]#[C:6][C:7]1[CH:12]=[CH:11][C:10]([Cl:13])=[C:9]([F:14])[CH:8]=1)C.FC(F)(F)C(O)=O.CO[CH2:25][N:26]([CH2:32][C:33]1[CH:38]=[CH:37][CH:36]=[CH:35][CH:34]=1)[CH2:27][Si](C)(C)C.[OH-].[Na+], predict the reaction product. The product is: [CH2:32]([N:26]1[CH2:27][C:6]([C:7]2[CH:12]=[CH:11][C:10]([Cl:13])=[C:9]([F:14])[CH:8]=2)=[C:5]([C:4]([OH:3])=[O:15])[CH2:25]1)[C:33]1[CH:38]=[CH:37][CH:36]=[CH:35][CH:34]=1. (3) Given the reactants [N+:1]([C:4]1[CH:12]=[C:11]2[C:7]([C:8]([C:13]3[CH2:18][CH2:17][C:16](=O)[CH2:15][CH:14]=3)=[CH:9][NH:10]2)=[CH:6][CH:5]=1)([O-:3])=[O:2].CC(O)=O.[CH2:24]([NH2:27])[CH2:25][CH3:26].[BH-](OC(C)=O)(OC(C)=O)OC(C)=O.[Na+].[OH-].[Na+], predict the reaction product. The product is: [N+:1]([C:4]1[CH:12]=[C:11]2[C:7]([C:8]([C:13]3[CH2:18][CH2:17][CH:16]([NH:27][CH2:24][CH2:25][CH3:26])[CH2:15][CH:14]=3)=[CH:9][NH:10]2)=[CH:6][CH:5]=1)([O-:3])=[O:2]. (4) Given the reactants [NH:1]1[C:5]2[CH:6]=[CH:7][CH:8]=[CH:9][C:4]=2[N:3]=[C:2]1[C:10]1[CH:15]=[CH:14][CH:13]=[CH:12][C:11]=1[NH2:16].[CH2:17]([Li])CCC, predict the reaction product. The product is: [CH3:17][N:1]1[C:5]2[CH:6]=[CH:7][CH:8]=[CH:9][C:4]=2[N:3]=[C:2]1[C:10]1[CH:15]=[CH:14][CH:13]=[CH:12][C:11]=1[NH2:16]. (5) Given the reactants NC1(C2C=CC(C3C(=O)C4C(OC=3C3C=CC=CC=3)=C3C(=CC=4)NN=C3)=CC=2)CCC1.C(OC(=O)[NH:38][C:39]1([C:43]2[CH:48]=[CH:47][C:46]([C:49]3[C:58](=[O:59])[C:57]4[C:52](=[C:53]([OH:61])[C:54]([NH2:60])=[CH:55][CH:56]=4)[O:51][C:50]=3[C:62]3[CH:67]=[CH:66][CH:65]=[CH:64][CH:63]=3)=[CH:45][CH:44]=2)[CH2:42][CH2:41][CH2:40]1)(C)(C)C, predict the reaction product. The product is: [NH2:60][C:54]1[C:53]([OH:61])=[C:52]2[C:57]([C:58](=[O:59])[C:49]([C:46]3[CH:47]=[CH:48][C:43]([C:39]4([NH2:38])[CH2:40][CH2:41][CH2:42]4)=[CH:44][CH:45]=3)=[C:50]([C:62]3[CH:63]=[CH:64][CH:65]=[CH:66][CH:67]=3)[O:51]2)=[CH:56][CH:55]=1. (6) Given the reactants Br[C:2]1[CH:3]=[C:4]([C:15]([O:17][CH3:18])=[O:16])[C:5]2[C:6]([CH3:14])=[CH:7][N:8]([CH:11]([CH3:13])[CH3:12])[C:9]=2[CH:10]=1.[C:19]([Zn]C#N)#[N:20].CN(C=O)C.C([O-])([O-])=O.[Na+].[Na+], predict the reaction product. The product is: [C:19]([C:2]1[CH:3]=[C:4]([C:15]([O:17][CH3:18])=[O:16])[C:5]2[C:6]([CH3:14])=[CH:7][N:8]([CH:11]([CH3:13])[CH3:12])[C:9]=2[CH:10]=1)#[N:20]. (7) The product is: [OH:2][C:3]1[CH:15]=[C:14]2[C:6]([C:7]3[CH:12]([CH:13]2[CH2:16][CH2:17][CH3:18])[CH2:11][CH2:10][C:9](=[O:19])[C:8]=3[CH3:20])=[CH:5][CH:4]=1. Given the reactants C[O:2][C:3]1[CH:15]=[C:14]2[C:6]([C:7]3[CH:12]([CH:13]2[CH2:16][CH2:17][CH3:18])[CH2:11][CH2:10][C:9](=[O:19])[C:8]=3[CH3:20])=[CH:5][CH:4]=1.B(Br)(Br)Br, predict the reaction product.